From a dataset of Forward reaction prediction with 1.9M reactions from USPTO patents (1976-2016). Predict the product of the given reaction. (1) Given the reactants [O:1]1[CH:5]=[CH:4][C:3]([CH2:6][O:7][C:8]2[NH:12][N:11]=[C:10]([NH2:13])[CH:9]=2)=[CH:2]1.Cl[C:15]1[CH:20]=[CH:19][N:18]=[C:17]([NH:21][CH2:22][C:23]2[O:27][N:26]=[C:25]([CH3:28])[CH:24]=2)[N:16]=1, predict the reaction product. The product is: [O:1]1[CH:5]=[CH:4][C:3]([CH2:6][O:7][C:8]2[NH:12][N:11]=[C:10]([NH:13][C:15]3[CH:20]=[CH:19][N:18]=[C:17]([NH:21][CH2:22][C:23]4[O:27][N:26]=[C:25]([CH3:28])[CH:24]=4)[N:16]=3)[CH:9]=2)=[CH:2]1. (2) Given the reactants [C:1]([C:3]1[CH:8]=[C:7]([O:9][CH3:10])[C:6]([O:11][CH2:12][C@@H:13]2[CH2:15][O:14]2)=[CH:5][C:4]=1[N:16]=[CH:17][N:18]([CH3:20])[CH3:19])#[N:2].[NH:21]1[CH2:26][CH2:25][CH2:24][CH2:23][CH2:22]1, predict the reaction product. The product is: [C:1]([C:3]1[CH:8]=[C:7]([O:9][CH3:10])[C:6]([O:11][CH2:12][C@@H:13]([OH:14])[CH2:15][N:21]2[CH2:26][CH2:25][CH2:24][CH2:23][CH2:22]2)=[CH:5][C:4]=1[N:16]=[CH:17][N:18]([CH3:20])[CH3:19])#[N:2]. (3) Given the reactants [NH2:1][C:2]1[C:11]2[C:6](=[CH:7][CH:8]=[CH:9][C:10]=2[O:12][CH2:13][C:14]([CH3:19])([CH3:18])[C:15](O)=[O:16])[N:5]=[C:4]([CH3:20])[C:3]=1[C:21]([O:23][CH2:24][CH3:25])=[O:22].[CH:26]1([NH2:32])[CH2:31][CH2:30][CH2:29][CH2:28][CH2:27]1, predict the reaction product. The product is: [CH2:24]([O:23][C:21]([C:3]1[C:4]([CH3:20])=[N:5][C:6]2[C:11]([C:2]=1[NH2:1])=[C:10]([O:12][CH2:13][C:14]([CH3:19])([CH3:18])[C:15]([NH:32][CH:26]1[CH2:31][CH2:30][CH2:29][CH2:28][CH2:27]1)=[O:16])[CH:9]=[CH:8][CH:7]=2)=[O:22])[CH3:25].